Dataset: Catalyst prediction with 721,799 reactions and 888 catalyst types from USPTO. Task: Predict which catalyst facilitates the given reaction. (1) Reactant: C([N:8]1[C:16]([CH2:19][CH3:20])([CH2:17][CH3:18])[C:15]2[C:10](=[CH:11][CH:12]=[CH:13][CH:14]=2)[C:9]1([CH2:23][CH3:24])[CH2:21][CH3:22])C1C=CC=CC=1.[H][H].[OH-].[Na+]. Product: [CH2:23]([C:9]1([CH2:21][CH3:22])[C:10]2[C:15](=[CH:14][CH:13]=[CH:12][CH:11]=2)[C:16]([CH2:19][CH3:20])([CH2:17][CH3:18])[NH:8]1)[CH3:24]. The catalyst class is: 331. (2) Reactant: [Cl:1][C:2]1[CH:30]=[CH:29][C:5]([O:6][C:7]2[CH:12]=[CH:11][C:10]([N:13]3[C@@H:17]([C:18]4[CH:23]=[CH:22][CH:21]=[C:20]([C:24]([F:27])([F:26])[F:25])[CH:19]=4)[CH2:16][NH:15][C:14]3=[O:28])=[CH:9][CH:8]=2)=[CH:4][CH:3]=1.[H-].[Na+].[CH:33]([S:35]([CH3:38])(=[O:37])=[O:36])=[CH2:34].[NH4+].[Cl-]. Product: [Cl:1][C:2]1[CH:3]=[CH:4][C:5]([O:6][C:7]2[CH:8]=[CH:9][C:10]([N:13]3[C@@H:17]([C:18]4[CH:23]=[CH:22][CH:21]=[C:20]([C:24]([F:26])([F:25])[F:27])[CH:19]=4)[CH2:16][N:15]([CH2:34][CH2:33][S:35]([CH3:38])(=[O:37])=[O:36])[C:14]3=[O:28])=[CH:11][CH:12]=2)=[CH:29][CH:30]=1.[Cl:1][C:2]1[CH:3]=[CH:4][C:5]([O:6][C:7]2[CH:8]=[CH:9][C:10]([N:13]3[C@@H:17]([C:18]4[CH:23]=[CH:22][CH:21]=[C:20]([C:24]([F:25])([F:27])[F:26])[CH:19]=4)[CH2:16][NH:15][C:14]3=[O:28])=[CH:11][CH:12]=2)=[CH:29][CH:30]=1. The catalyst class is: 3.